Task: Predict the reactants needed to synthesize the given product.. Dataset: Full USPTO retrosynthesis dataset with 1.9M reactions from patents (1976-2016) (1) Given the product [Cl:18][C:12]1[N:11]=[N:10][C:9]([C:3]2[C:2]([F:1])=[CH:7][CH:6]=[CH:5][C:4]=2[F:8])=[N:14][CH:13]=1, predict the reactants needed to synthesize it. The reactants are: [F:1][C:2]1[CH:7]=[CH:6][CH:5]=[C:4]([F:8])[C:3]=1[C:9]1[N:14]=[CH:13][C:12](=O)[NH:11][N:10]=1.O=P(Cl)(Cl)[Cl:18].C(N(CC)CC)C. (2) Given the product [Cl:12][C:13]1[CH:18]=[CH:17][C:16]([C:19]2([CH3:8])[CH2:20][O:21]2)=[CH:15][C:14]=1[F:22], predict the reactants needed to synthesize it. The reactants are: CS(C)=O.[H-].[Na+].[I-].[CH3:8][S+](C)C.[Cl:12][C:13]1[CH:18]=[CH:17][C:16]([C:19](=[O:21])[CH3:20])=[CH:15][C:14]=1[F:22]. (3) Given the product [F:35][C:34]1[C:26]([C:15]2[N:16]=[C:17]([N:20]3[CH2:21][CH2:22][O:23][CH2:24][CH2:25]3)[C:18]3[S:19][C:11]([CH2:10][N:2]4[CH2:3][C:4]5([CH2:9][CH2:8][N:7]([C:41]([NH2:40])=[O:42])[CH2:6][CH2:5]5)[CH2:1]4)=[CH:12][C:13]=3[N:14]=2)=[C:27]2[C:31](=[CH:32][CH:33]=1)[NH:30][CH:29]=[CH:28]2, predict the reactants needed to synthesize it. The reactants are: [CH2:1]1[C:4]2([CH2:9][CH2:8][NH:7][CH2:6][CH2:5]2)[CH2:3][N:2]1[CH2:10][C:11]1[S:19][C:18]2[C:17]([N:20]3[CH2:25][CH2:24][O:23][CH2:22][CH2:21]3)=[N:16][C:15]([C:26]3[C:34]([F:35])=[CH:33][CH:32]=[C:31]4[C:27]=3[CH:28]=[CH:29][NH:30]4)=[N:14][C:13]=2[CH:12]=1.C[Si]([N:40]=[C:41]=[O:42])(C)C. (4) Given the product [CH2:33]([C:20]1[C:21]2[S:25][C:24]([NH:26][C:27]([NH:29][CH2:30][CH3:31])=[O:28])=[N:23][C:22]=2[CH:32]=[C:18]([C:15]2[CH:14]=[N:13][C:12]([N:9]3[CH2:10][CH2:11][C:6]([CH3:35])([C:4]([OH:5])=[O:3])[CH2:7][CH2:8]3)=[N:17][CH:16]=2)[CH:19]=1)[CH3:34], predict the reactants needed to synthesize it. The reactants are: C([O:3][C:4]([C:6]1([CH3:35])[CH2:11][CH2:10][N:9]([C:12]2[N:17]=[CH:16][C:15]([C:18]3[CH:19]=[C:20]([CH2:33][CH3:34])[C:21]4[S:25][C:24]([NH:26][C:27]([NH:29][CH2:30][CH3:31])=[O:28])=[N:23][C:22]=4[CH:32]=3)=[CH:14][N:13]=2)[CH2:8][CH2:7]1)=[O:5])C.[OH-].[Na+].Cl. (5) Given the product [C:1]1([C:7]2[O:8][C:9]([CH2:33][CH2:34][CH3:35])=[C:10]([CH2:12][O:13][C:14]3[CH:32]=[CH:31][C:17]([CH2:18][O:19][C:20]4[CH:25]=[CH:24][CH:23]=[CH:22][C:21]=4[CH2:26][C:27]([OH:29])=[O:28])=[CH:16][CH:15]=3)[N:11]=2)[CH:6]=[CH:5][CH:4]=[CH:3][CH:2]=1, predict the reactants needed to synthesize it. The reactants are: [C:1]1([C:7]2[O:8][C:9]([CH2:33][CH2:34][CH3:35])=[C:10]([CH2:12][O:13][C:14]3[CH:32]=[CH:31][C:17]([CH2:18][O:19][C:20]4[CH:25]=[CH:24][CH:23]=[CH:22][C:21]=4[CH2:26][C:27]([O:29]C)=[O:28])=[CH:16][CH:15]=3)[N:11]=2)[CH:6]=[CH:5][CH:4]=[CH:3][CH:2]=1.O1CCCC1.[OH-].[Na+].Cl. (6) Given the product [CH:1]1[CH:6]=[C:5]([C:7]([C:8]2[CH:9]=[C:10]([I:16])[C:11]([O-:12])=[C:13]([I:15])[CH:14]=2)=[C:17]2[CH:18]=[C:19]([I:25])[C:20](=[O:24])[C:21]([I:23])=[CH:22]2)[C:4]([C:26]([O-:28])=[O:27])=[CH:3][CH:2]=1.[Na+:29].[Na+:29].[CH2:31]([O:33][C:34]([N:36]1[CH2:37][CH2:38][N:39]([C:42](=[O:55])[C@H:43]([CH2:45][C:46]2[CH:51]=[CH:50][CH:49]=[C:48]([NH2:52])[CH:47]=2)[NH2:44])[CH2:40][CH2:41]1)=[O:35])[CH3:32], predict the reactants needed to synthesize it. The reactants are: [CH:1]1[CH:6]=[C:5]([C:7]([C:17]2[CH:22]=[C:21]([I:23])[C:20]([O-:24])=[C:19]([I:25])[CH:18]=2)=[C:8]2[CH:14]=[C:13]([I:15])[C:11](=[O:12])[C:10]([I:16])=[CH:9]2)[C:4]([C:26]([O-:28])=[O:27])=[CH:3][CH:2]=1.[Na+:29].[Na+].[CH2:31]([O:33][C:34]([N:36]1[CH2:41][CH2:40][N:39]([C:42](=[O:55])[C@H:43]([CH2:45][C:46]2[CH:51]=[CH:50][CH:49]=[C:48]([N+:52]([O-])=O)[CH:47]=2)[NH2:44])[CH2:38][CH2:37]1)=[O:35])[CH3:32].[H][H].